This data is from NCI-60 drug combinations with 297,098 pairs across 59 cell lines. The task is: Regression. Given two drug SMILES strings and cell line genomic features, predict the synergy score measuring deviation from expected non-interaction effect. (1) Drug 1: CC12CCC(CC1=CCC3C2CCC4(C3CC=C4C5=CN=CC=C5)C)O. Drug 2: C1=NNC2=C1C(=O)NC=N2. Cell line: DU-145. Synergy scores: CSS=4.56, Synergy_ZIP=-0.598, Synergy_Bliss=0.623, Synergy_Loewe=-0.619, Synergy_HSA=-0.612. (2) Drug 1: CCC1(CC2CC(C3=C(CCN(C2)C1)C4=CC=CC=C4N3)(C5=C(C=C6C(=C5)C78CCN9C7C(C=CC9)(C(C(C8N6C)(C(=O)OC)O)OC(=O)C)CC)OC)C(=O)OC)O.OS(=O)(=O)O. Drug 2: C1=CC=C(C(=C1)C(C2=CC=C(C=C2)Cl)C(Cl)Cl)Cl. Cell line: SK-MEL-28. Synergy scores: CSS=-1.60, Synergy_ZIP=0.370, Synergy_Bliss=0.279, Synergy_Loewe=-4.89, Synergy_HSA=-2.19. (3) Drug 1: C1CC(=O)NC(=O)C1N2CC3=C(C2=O)C=CC=C3N. Drug 2: C1CN1P(=S)(N2CC2)N3CC3. Cell line: SF-295. Synergy scores: CSS=28.7, Synergy_ZIP=-8.42, Synergy_Bliss=1.44, Synergy_Loewe=2.83, Synergy_HSA=2.87. (4) Drug 1: CC1=C2C(C(=O)C3(C(CC4C(C3C(C(C2(C)C)(CC1OC(=O)C(C(C5=CC=CC=C5)NC(=O)OC(C)(C)C)O)O)OC(=O)C6=CC=CC=C6)(CO4)OC(=O)C)O)C)O. Drug 2: CC1CCC2CC(C(=CC=CC=CC(CC(C(=O)C(C(C(=CC(C(=O)CC(OC(=O)C3CCCCN3C(=O)C(=O)C1(O2)O)C(C)CC4CCC(C(C4)OC)OCCO)C)C)O)OC)C)C)C)OC. Cell line: COLO 205. Synergy scores: CSS=17.3, Synergy_ZIP=6.54, Synergy_Bliss=10.7, Synergy_Loewe=10.7, Synergy_HSA=10.7. (5) Drug 1: C#CCC(CC1=CN=C2C(=N1)C(=NC(=N2)N)N)C3=CC=C(C=C3)C(=O)NC(CCC(=O)O)C(=O)O. Drug 2: CN(CCCl)CCCl.Cl. Cell line: SR. Synergy scores: CSS=39.7, Synergy_ZIP=-2.20, Synergy_Bliss=-3.10, Synergy_Loewe=-2.68, Synergy_HSA=-0.472. (6) Drug 1: C1CCC(CC1)NC(=O)N(CCCl)N=O. Drug 2: CCC(=C(C1=CC=CC=C1)C2=CC=C(C=C2)OCCN(C)C)C3=CC=CC=C3.C(C(=O)O)C(CC(=O)O)(C(=O)O)O. Cell line: U251. Synergy scores: CSS=31.3, Synergy_ZIP=-8.10, Synergy_Bliss=0.616, Synergy_Loewe=-0.404, Synergy_HSA=0.413. (7) Drug 1: C1=CC(=CC=C1CC(C(=O)O)N)N(CCCl)CCCl.Cl. Drug 2: C1=CC(=CC=C1CCCC(=O)O)N(CCCl)CCCl. Cell line: CAKI-1. Synergy scores: CSS=48.3, Synergy_ZIP=5.58, Synergy_Bliss=4.46, Synergy_Loewe=4.20, Synergy_HSA=8.99. (8) Drug 1: CC1=C2C(C(=O)C3(C(CC4C(C3C(C(C2(C)C)(CC1OC(=O)C(C(C5=CC=CC=C5)NC(=O)OC(C)(C)C)O)O)OC(=O)C6=CC=CC=C6)(CO4)OC(=O)C)OC)C)OC. Drug 2: CN(C(=O)NC(C=O)C(C(C(CO)O)O)O)N=O. Cell line: NCI/ADR-RES. Synergy scores: CSS=1.11, Synergy_ZIP=-1.79, Synergy_Bliss=-5.37, Synergy_Loewe=-9.68, Synergy_HSA=-5.87. (9) Drug 1: C1=NC2=C(N=C(N=C2N1C3C(C(C(O3)CO)O)F)Cl)N. Drug 2: CCN(CC)CCNC(=O)C1=C(NC(=C1C)C=C2C3=C(C=CC(=C3)F)NC2=O)C. Cell line: SF-539. Synergy scores: CSS=12.7, Synergy_ZIP=-0.678, Synergy_Bliss=-1.18, Synergy_Loewe=4.51, Synergy_HSA=1.35.